Predict the product of the given reaction. From a dataset of Forward reaction prediction with 1.9M reactions from USPTO patents (1976-2016). (1) Given the reactants [F:1][C:2]1[CH:3]=[C:4]([N+:20]([O-:22])=[O:21])[C:5]([NH:9][C@H:10]([C:13]2[CH:18]=[CH:17][C:16]([F:19])=[CH:15][N:14]=2)[CH2:11][OH:12])=[N:6][C:7]=1F.[CH2:23]([O:25][C:26]1[NH:30][N:29]=[C:28]([NH2:31])[CH:27]=1)[CH3:24], predict the reaction product. The product is: [CH2:23]([O:25][C:26]1[NH:30][N:29]=[C:28]([NH:31][C:7]2[N:6]=[C:5]([NH:9][C@H:10]([C:13]3[CH:18]=[CH:17][C:16]([F:19])=[CH:15][N:14]=3)[CH2:11][OH:12])[C:4]([N+:20]([O-:22])=[O:21])=[CH:3][C:2]=2[F:1])[CH:27]=1)[CH3:24]. (2) Given the reactants C[O:2][C:3]1[C:12]2[CH2:11][CH2:10][CH2:9][CH2:8][C:7]=2[C:6]([NH:13][C:14]2[CH:15]=[C:16]([CH:22]=[CH:23][CH:24]=2)[C:17]([O:19]CC)=[O:18])=[CH:5][N:4]=1.[OH-].[K+], predict the reaction product. The product is: [O:2]=[C:3]1[C:12]2[CH2:11][CH2:10][CH2:9][CH2:8][C:7]=2[C:6]([NH:13][C:14]2[CH:15]=[C:16]([CH:22]=[CH:23][CH:24]=2)[C:17]([OH:19])=[O:18])=[CH:5][NH:4]1. (3) Given the reactants CN(C=O)C.Br[C:7]1[CH:12]=[CH:11][CH:10]=[CH:9][C:8]=1[O:13][CH3:14].CC1(C)C(C)(C)OB([C:23]2[CH2:28][CH2:27][N:26]([C:29]([O:31][C:32]([CH3:35])([CH3:34])[CH3:33])=[O:30])[CH2:25][CH:24]=2)O1.C([O-])(=O)C.[Na+], predict the reaction product. The product is: [CH3:14][O:13][C:8]1[CH:9]=[CH:10][CH:11]=[CH:12][C:7]=1[C:23]1[CH2:28][CH2:27][N:26]([C:29]([O:31][C:32]([CH3:35])([CH3:34])[CH3:33])=[O:30])[CH2:25][CH:24]=1. (4) Given the reactants [NH2:1][C@@H:2]1[CH2:7][CH2:6][CH2:5][N:4]([C:8]2[S:9][C:10]([NH:16][C:17]3[CH:22]=[CH:21][CH:20]=[CH:19][N:18]=3)=[C:11]([C:13]([NH2:15])=[O:14])[N:12]=2)[CH2:3]1.CN(C)C=O.C(N(C(C)C)CC)(C)C.[CH3:37][S:38](Cl)(=[O:40])=[O:39], predict the reaction product. The product is: [CH3:37][S:38]([NH:1][C@@H:2]1[CH2:7][CH2:6][CH2:5][N:4]([C:8]2[S:9][C:10]([NH:16][C:17]3[CH:22]=[CH:21][CH:20]=[CH:19][N:18]=3)=[C:11]([C:13]([NH2:15])=[O:14])[N:12]=2)[CH2:3]1)(=[O:40])=[O:39]. (5) Given the reactants [Cl:1][C:2]1[CH:7]=[CH:6][C:5]([C:8]2[N:9]=[C:10]([CH2:24][O:25][CH2:26][CH2:27][O:28][CH3:29])[C:11]([C:21]([OH:23])=[O:22])=[N:12][C:13]=2[C:14]2[CH:19]=[CH:18][C:17]([Cl:20])=[CH:16][CH:15]=2)=[CH:4][CH:3]=1.CO.[CH3:32][Si](C=[N+]=[N-])(C)C, predict the reaction product. The product is: [Cl:1][C:2]1[CH:3]=[CH:4][C:5]([C:8]2[N:9]=[C:10]([CH2:24][O:25][CH2:26][CH2:27][O:28][CH3:29])[C:11]([C:21]([O:23][CH3:32])=[O:22])=[N:12][C:13]=2[C:14]2[CH:15]=[CH:16][C:17]([Cl:20])=[CH:18][CH:19]=2)=[CH:6][CH:7]=1.